This data is from Catalyst prediction with 721,799 reactions and 888 catalyst types from USPTO. The task is: Predict which catalyst facilitates the given reaction. (1) Reactant: [Cl:1][C:2]1[CH:7]=[CH:6][CH:5]=[C:4]([F:8])[C:3]=1[C:9]1[C:13]([C:14](O)=[O:15])=[C:12]([C:17]2[CH:18]=[N:19][N:20]([C:26]3[CH:27]=[N:28][CH:29]=[CH:30][CH:31]=3)[C:21]=2[C:22]([F:25])([F:24])[F:23])[O:11][N:10]=1.S(Cl)(Cl)=O.[CH3:36][S-:37].[Na+]. Product: [Cl:1][C:2]1[CH:7]=[CH:6][CH:5]=[C:4]([F:8])[C:3]=1[C:9]1[C:13]([C:14](=[O:15])[S:37][CH3:36])=[C:12]([C:17]2[CH:18]=[N:19][N:20]([C:26]3[CH:27]=[N:28][CH:29]=[CH:30][CH:31]=3)[C:21]=2[C:22]([F:25])([F:24])[F:23])[O:11][N:10]=1. The catalyst class is: 4. (2) Reactant: N#N.Br[C:4]1[C:5]([N:23]([CH3:28])[S:24]([CH3:27])(=[O:26])=[O:25])=[CH:6][C:7]2[O:11][C:10]([N:12]3[CH2:17][CH2:16][O:15][CH2:14][CH2:13]3)=[C:9]([C:18]([NH:20][CH3:21])=[O:19])[C:8]=2[CH:22]=1.CC([O-])=O.[K+].[CH3:34][C:35]1([CH3:51])[C:39]([CH3:41])([CH3:40])[O:38][B:37]([B:37]2[O:38][C:39]([CH3:41])([CH3:40])[C:35]([CH3:51])([CH3:34])[O:36]2)[O:36]1. Product: [CH3:21][NH:20][C:18]([C:9]1[C:8]2[CH:22]=[C:4]([B:37]3[O:38][C:39]([CH3:41])([CH3:40])[C:35]([CH3:51])([CH3:34])[O:36]3)[C:5]([N:23]([CH3:28])[S:24]([CH3:27])(=[O:26])=[O:25])=[CH:6][C:7]=2[O:11][C:10]=1[N:12]1[CH2:17][CH2:16][O:15][CH2:14][CH2:13]1)=[O:19]. The catalyst class is: 117. (3) Reactant: [Br:1][C:2]1[C:3]([NH:16][S:17]([CH3:20])(=[O:19])=[O:18])=[CH:4][C:5]2[O:9][C:8]([I:10])=[C:7]([C:11]([NH:13][CH3:14])=[O:12])[C:6]=2[CH:15]=1.[C:21]([O-])([O-])=O.[K+].[K+].CI. Product: [Br:1][C:2]1[C:3]([N:16]([CH3:21])[S:17]([CH3:20])(=[O:18])=[O:19])=[CH:4][C:5]2[O:9][C:8]([I:10])=[C:7]([C:11]([NH:13][CH3:14])=[O:12])[C:6]=2[CH:15]=1. The catalyst class is: 3. (4) Reactant: [N+:1]([C:4]1[CH:5]=[C:6]([NH2:11])[C:7]([NH2:10])=[N:8][CH:9]=1)([O-:3])=[O:2].C([O:14][C:15](=O)[C:16](OCC)=[O:17])C. Product: [N+:1]([C:4]1[CH:9]=[N:8][C:7]2=[N:10][C:16]([OH:17])=[C:15]([OH:14])[N:11]=[C:6]2[CH:5]=1)([O-:3])=[O:2]. The catalyst class is: 28.